Dataset: Reaction yield outcomes from USPTO patents with 853,638 reactions. Task: Predict the reaction yield, written as a fraction of the theoretical maximum amount of product (1.0 means a 100% yield; for example, 0.34 means a 34% yield). (1) The reactants are [Cl:1][C:2]1[CH:7]=[CH:6][C:5]([C:8]([CH3:14])([CH3:13])[C:9]([NH:11][NH2:12])=[O:10])=[CH:4][CH:3]=1.[CH2:15]=[C:16]1[O:19][C:18](=[O:20])[CH2:17]1. The catalyst is O1CCCC1. The product is [Cl:1][C:2]1[CH:3]=[CH:4][C:5]([C:8]([CH3:14])([CH3:13])[C:9]([NH:11][NH:12][C:18](=[O:20])[CH2:17][C:16](=[O:19])[CH3:15])=[O:10])=[CH:6][CH:7]=1. The yield is 0.970. (2) The reactants are [NH2:1][C:2]1[N:23]=[C:22](Cl)[CH:21]=[CH:20][C:3]=1[C:4]([NH:6][CH2:7][C:8]1[S:9][C:10]([O:13][C:14]2[CH:19]=[CH:18][CH:17]=[CH:16][CH:15]=2)=[CH:11][CH:12]=1)=[O:5].C1C=CC(CC(NCN[C@H](C(O)=O)CC2C=CC([N+]([O-])=O)=CC=2)=O)=CC=1.[Cl:51][C:52]1[CH:59]=[CH:58][C:55]([CH2:56][NH2:57])=[CH:54][CH:53]=1.C(N(CC)C(C)C)(C)C.C(CN)O.FC(F)(F)C(O)=O. The catalyst is CS(C)=O.O. The product is [NH2:1][C:2]1[N:23]=[C:22]([NH:57][CH2:56][C:55]2[CH:58]=[CH:59][C:52]([Cl:51])=[CH:53][CH:54]=2)[CH:21]=[CH:20][C:3]=1[C:4]([NH:6][CH2:7][C:8]1[S:9][C:10]([O:13][C:14]2[CH:19]=[CH:18][CH:17]=[CH:16][CH:15]=2)=[CH:11][CH:12]=1)=[O:5]. The yield is 0.240.